From a dataset of Catalyst prediction with 721,799 reactions and 888 catalyst types from USPTO. Predict which catalyst facilitates the given reaction. Reactant: [CH2:1]([N:4]([CH3:20])[CH2:5][CH:6]=[CH:7][CH2:8][O:9][C:10]1[CH:11]=[C:12]2[C:17](=[CH:18][CH:19]=1)[NH:16][CH2:15][CH2:14][CH2:13]2)[CH:2]=[CH2:3].CCN(C(C)C)C(C)C.[Cl:30][C:31]1[CH:36]=[CH:35][C:34]([S:37](Cl)(=[O:39])=[O:38])=[CH:33][CH:32]=1. Product: [CH2:1]([N:4]([CH2:5][CH:6]=[CH:7][CH2:8][O:9][C:10]1[CH:11]=[C:12]2[C:17](=[CH:18][CH:19]=1)[N:16]([S:37]([C:34]1[CH:35]=[CH:36][C:31]([Cl:30])=[CH:32][CH:33]=1)(=[O:39])=[O:38])[CH2:15][CH2:14][CH2:13]2)[CH3:20])[CH:2]=[CH2:3]. The catalyst class is: 2.